Dataset: Full USPTO retrosynthesis dataset with 1.9M reactions from patents (1976-2016). Task: Predict the reactants needed to synthesize the given product. (1) The reactants are: Br[C:2]1[C:22]([O:23][CH3:24])=[CH:21][C:5]2[N:6]([CH3:20])[C:7](=[O:19])[CH2:8][N:9]=[C:10]([C:11]3[CH:12]=[C:13]([CH:16]=[CH:17][CH:18]=3)[C:14]#[N:15])[C:4]=2[CH:3]=1.C1(B(O)O)C=CC=CC=1.[C:34]([C:36]1[CH:41]=[CH:40][C:39](B(O)O)=[CH:38][CH:37]=1)#[N:35]. Given the product [CH3:24][O:23][C:22]1[C:2]([C:39]2[CH:40]=[CH:41][C:36]([C:34]#[N:35])=[CH:37][CH:38]=2)=[CH:3][C:4]2[C:10]([C:11]3[CH:12]=[C:13]([CH:16]=[CH:17][CH:18]=3)[C:14]#[N:15])=[N:9][CH2:8][C:7](=[O:19])[N:6]([CH3:20])[C:5]=2[CH:21]=1, predict the reactants needed to synthesize it. (2) Given the product [CH3:10][O:9][C:6]1[CH:7]=[CH:8][N:3]2[N:2]=[C:17]([C:11]3[CH:12]=[CH:13][CH:14]=[CH:15][CH:16]=3)[C:18]([C:19]([O:21][CH2:22][CH3:23])=[O:20])=[C:4]2[CH:5]=1, predict the reactants needed to synthesize it. The reactants are: [I-].[NH2:2][N+:3]1[CH:8]=[CH:7][C:6]([O:9][CH3:10])=[CH:5][CH:4]=1.[C:11]1([C:17]#[C:18][C:19]([O:21][CH2:22][CH3:23])=[O:20])[CH:16]=[CH:15][CH:14]=[CH:13][CH:12]=1.C(=O)([O-])[O-].[K+].[K+].O. (3) Given the product [CH:13]1([CH2:12][O:11][C:3]2[C:2]([C:20]3[CH:21]=[CH:22][C:17]([F:16])=[CH:18][CH:19]=3)=[CH:10][C:6]([C:7]([OH:9])=[O:8])=[CH:5][N:4]=2)[CH2:15][CH2:14]1, predict the reactants needed to synthesize it. The reactants are: Br[C:2]1[C:3]([O:11][CH2:12][CH:13]2[CH2:15][CH2:14]2)=[N:4][CH:5]=[C:6]([CH:10]=1)[C:7]([OH:9])=[O:8].[F:16][C:17]1[CH:22]=[CH:21][C:20](B(O)O)=[CH:19][CH:18]=1.C(=O)([O-])[O-].[Na+].[Na+].CCCCCCC. (4) Given the product [CH2:11]([O:13][C:14]([CH:16]1[CH2:21][C:20](=[O:22])[CH2:19][N:18]([C:23](=[O:31])[C:24]2[CH:25]=[CH:26][C:27]([F:30])=[CH:28][CH:29]=2)[CH2:17]1)=[O:15])[CH3:12], predict the reactants needed to synthesize it. The reactants are: CS(C)=O.C(Cl)(=O)C(Cl)=O.[CH2:11]([O:13][C:14]([CH:16]1[CH2:21][CH:20]([OH:22])[CH2:19][N:18]([C:23](=[O:31])[C:24]2[CH:29]=[CH:28][C:27]([F:30])=[CH:26][CH:25]=2)[CH2:17]1)=[O:15])[CH3:12].C(N(CC)CC)C. (5) Given the product [C:1]([O:5][C:6]([N:8]1[C@H:12]([CH2:13][N:14]([CH2:23][CH3:24])[C:15]2[CH:16]=[CH:17][CH:18]=[CH:19][CH:20]=2)[CH2:11][O:10][C:9]1([CH3:22])[CH3:21])=[O:7])([CH3:4])([CH3:2])[CH3:3], predict the reactants needed to synthesize it. The reactants are: [C:1]([O:5][C:6]([N:8]1[C@H:12]([CH2:13][NH:14][C:15]2[CH:20]=[CH:19][CH:18]=[CH:17][CH:16]=2)[CH2:11][O:10][C:9]1([CH3:22])[CH3:21])=[O:7])([CH3:4])([CH3:3])[CH3:2].[CH:23](=O)[CH3:24].[BH3-]C#N.[Na+]. (6) Given the product [Cl:1][C:2]1[CH:7]=[CH:6][C:5]([CH:8]([NH:52][C:53]2[CH:54]=[CH:55][C:56](=[O:60])[N:57]([CH3:59])[CH:58]=2)[C:9]2[C:10]([C:24]([O:26][CH2:27][CH3:28])=[O:25])=[N:11][N:12]([CH2:15][C:16]3[CH:21]=[CH:20][C:19]([O:22][CH3:23])=[CH:18][CH:17]=3)[C:13]=2[CH3:14])=[CH:4][CH:3]=1, predict the reactants needed to synthesize it. The reactants are: [Cl:1][C:2]1[CH:7]=[CH:6][C:5]([CH:8](O)[C:9]2[C:10]([C:24]([O:26][CH2:27][CH3:28])=[O:25])=[N:11][N:12]([CH2:15][C:16]3[CH:21]=[CH:20][C:19]([O:22][CH3:23])=[CH:18][CH:17]=3)[C:13]=2[CH3:14])=[CH:4][CH:3]=1.C(N(CC)CC)C.O(S(C)(=O)=O)S(C)(=O)=O.C(O)(=O)C(O)=O.[NH2:52][C:53]1[CH:54]=[CH:55][C:56](=[O:60])[N:57]([CH3:59])[CH:58]=1. (7) Given the product [ClH:1].[CH3:21][S:18]([C:12]1[CH:13]=[CH:14][C:15]([N:24]2[CH2:29][CH2:28][NH:27][CH2:26][CH2:25]2)=[CH:16][C:11]=1[NH:10][CH:8]([C:6]1[CH:5]=[CH:4][CH:3]=[CH:2][CH:7]=1)[CH3:9])(=[O:20])=[O:19], predict the reactants needed to synthesize it. The reactants are: [Cl:1][C:2]1[CH:3]=[CH:4][C:5](OC)=[C:6]([CH:8]([NH:10][C:11]2[CH:16]=[C:15](F)[CH:14]=[CH:13][C:12]=2[S:18]([CH3:21])(=[O:20])=[O:19])[CH3:9])[CH:7]=1.[NH:24]1[CH2:29][CH2:28][NH:27][CH2:26][CH2:25]1.C(N(CC)C(C)C)(C)C. (8) Given the product [NH2:7][C:8]([C:20]1[CH:25]=[CH:24][CH:23]=[C:22]([Br:26])[N:21]=1)([CH3:19])[CH2:9][O:10][C@@:11]([CH3:16])([C:12]([F:13])([F:15])[F:14])[C:17]#[N:18], predict the reactants needed to synthesize it. The reactants are: C(OC(=O)[NH:7][C:8]([C:20]1[CH:25]=[CH:24][CH:23]=[C:22]([Br:26])[N:21]=1)([CH3:19])[CH2:9][O:10][C@@:11]([C:17]#[N:18])([CH3:16])[C:12]([F:15])([F:14])[F:13])(C)(C)C.C(O)(C(F)(F)F)=O. (9) Given the product [C:13]([O:12][C:10]([N:1]1[CH2:9][CH2:8][CH:4]([C:5]([OH:7])=[O:6])[CH2:3][CH2:2]1)=[O:11])([CH3:16])([CH3:15])[CH3:14], predict the reactants needed to synthesize it. The reactants are: [NH:1]1[CH2:9][CH2:8][CH:4]([C:5]([OH:7])=[O:6])[CH2:3][CH2:2]1.[C:10](O[C:10]([O:12][C:13]([CH3:16])([CH3:15])[CH3:14])=[O:11])([O:12][C:13]([CH3:16])([CH3:15])[CH3:14])=[O:11].Cl.